Task: Predict the reaction yield, written as a fraction of the theoretical maximum amount of product (1.0 means a 100% yield; for example, 0.34 means a 34% yield).. Dataset: Reaction yield outcomes from USPTO patents with 853,638 reactions The reactants are N12CCCN=C1CCCCC2.Cl.[NH2:13][CH2:14][C:15]1[CH:23]=[CH:22][CH:21]=[C:20]2[C:16]=1[C:17](=[O:33])[N:18]([CH:25]1[CH2:30][CH2:29][C:28](=[O:31])[NH:27][C:26]1=[O:32])[C:19]2=[O:24].[CH3:34][C:35]1[O:39][N:38]=[C:37]([C:40](Cl)=[O:41])[CH:36]=1. The catalyst is C(#N)C. The product is [O:32]=[C:26]1[CH:25]([N:18]2[C:17](=[O:33])[C:16]3[C:20](=[CH:21][CH:22]=[CH:23][C:15]=3[CH2:14][NH:13][C:40]([C:37]3[CH:36]=[C:35]([CH3:34])[O:39][N:38]=3)=[O:41])[C:19]2=[O:24])[CH2:30][CH2:29][C:28](=[O:31])[NH:27]1. The yield is 0.440.